Dataset: NCI-60 drug combinations with 297,098 pairs across 59 cell lines. Task: Regression. Given two drug SMILES strings and cell line genomic features, predict the synergy score measuring deviation from expected non-interaction effect. (1) Drug 1: C1=CN(C=N1)CC(O)(P(=O)(O)O)P(=O)(O)O. Drug 2: C#CCC(CC1=CN=C2C(=N1)C(=NC(=N2)N)N)C3=CC=C(C=C3)C(=O)NC(CCC(=O)O)C(=O)O. Cell line: 786-0. Synergy scores: CSS=10.8, Synergy_ZIP=-5.25, Synergy_Bliss=-7.52, Synergy_Loewe=-93.3, Synergy_HSA=-6.81. (2) Drug 1: C1CCN(CC1)CCOC2=CC=C(C=C2)C(=O)C3=C(SC4=C3C=CC(=C4)O)C5=CC=C(C=C5)O. Drug 2: CC1=C2C(C(=O)C3(C(CC4C(C3C(C(C2(C)C)(CC1OC(=O)C(C(C5=CC=CC=C5)NC(=O)C6=CC=CC=C6)O)O)OC(=O)C7=CC=CC=C7)(CO4)OC(=O)C)O)C)OC(=O)C. Cell line: HS 578T. Synergy scores: CSS=38.7, Synergy_ZIP=3.27, Synergy_Bliss=1.40, Synergy_Loewe=-32.9, Synergy_HSA=-0.718. (3) Drug 1: C1=C(C(=O)NC(=O)N1)N(CCCl)CCCl. Drug 2: CN1C(=O)N2C=NC(=C2N=N1)C(=O)N. Cell line: UO-31. Synergy scores: CSS=15.7, Synergy_ZIP=-4.98, Synergy_Bliss=-1.62, Synergy_Loewe=-7.38, Synergy_HSA=-2.08. (4) Drug 1: C1=NC2=C(N1)C(=S)N=CN2. Drug 2: COCCOC1=C(C=C2C(=C1)C(=NC=N2)NC3=CC=CC(=C3)C#C)OCCOC.Cl. Cell line: SF-539. Synergy scores: CSS=51.5, Synergy_ZIP=-4.68, Synergy_Bliss=-6.16, Synergy_Loewe=-14.0, Synergy_HSA=-3.26. (5) Drug 1: C1=CC(=C2C(=C1NCCNCCO)C(=O)C3=C(C=CC(=C3C2=O)O)O)NCCNCCO. Drug 2: C1=NNC2=C1C(=O)NC=N2. Cell line: NCIH23. Synergy scores: CSS=59.8, Synergy_ZIP=-1.80, Synergy_Bliss=-0.0231, Synergy_Loewe=-12.7, Synergy_HSA=4.03. (6) Cell line: ACHN. Synergy scores: CSS=7.56, Synergy_ZIP=-2.80, Synergy_Bliss=-1.89, Synergy_Loewe=0.184, Synergy_HSA=0.0207. Drug 1: C1CC(=O)NC(=O)C1N2CC3=C(C2=O)C=CC=C3N. Drug 2: C1C(C(OC1N2C=NC3=C2NC=NCC3O)CO)O. (7) Drug 1: C1=NC2=C(N1)C(=S)N=C(N2)N. Drug 2: CC1CCC2CC(C(=CC=CC=CC(CC(C(=O)C(C(C(=CC(C(=O)CC(OC(=O)C3CCCCN3C(=O)C(=O)C1(O2)O)C(C)CC4CCC(C(C4)OC)OCCO)C)C)O)OC)C)C)C)OC. Cell line: HCT-15. Synergy scores: CSS=38.0, Synergy_ZIP=-4.98, Synergy_Bliss=-0.715, Synergy_Loewe=-5.30, Synergy_HSA=1.23.